Dataset: Catalyst prediction with 721,799 reactions and 888 catalyst types from USPTO. Task: Predict which catalyst facilitates the given reaction. Reactant: [CH3:1][O:2][C:3](=[O:15])[C:4]1[CH:9]=[C:8]([O:10][CH3:11])[C:7]([CH3:12])=[C:6]([O:13][CH3:14])[CH:5]=1.[Br:16]Br. Product: [CH3:1][O:2][C:3](=[O:15])[C:4]1[CH:5]=[C:6]([O:13][CH3:14])[C:7]([CH3:12])=[C:8]([O:10][CH3:11])[C:9]=1[Br:16]. The catalyst class is: 4.